Predict the product of the given reaction. From a dataset of Forward reaction prediction with 1.9M reactions from USPTO patents (1976-2016). The product is: [C:88]([C:76]1[C:75]([O:92][CH3:93])=[C:74]([C:69]2[CH:70]=[C:71]3[C:66](=[CH:67][CH:68]=2)[CH:65]=[C:64]([NH:99][S:96]([CH3:95])(=[O:98])=[O:97])[CH:73]=[CH:72]3)[CH:79]=[C:78]([N:80]2[CH:85]=[CH:84][C:83](=[O:86])[NH:82][C:81]2=[O:87])[CH:77]=1)([CH3:90])([CH3:89])[CH3:91]. Given the reactants CC1(C)P(C2C(OC)=CC=C(OC)C=2C2C(C(C)C)=CC(C(C)C)=CC=2C(C)C)C(C)(C)CC2(OCCO2)C1.[O-]P([O-])([O-])=O.[K+].[K+].[K+].FC(F)(S(O[C:64]1[CH:73]=[CH:72][C:71]2[C:66](=[CH:67][CH:68]=[C:69]([C:74]3[CH:79]=[C:78]([N:80]4[CH:85]=[CH:84][C:83](=[O:86])[NH:82][C:81]4=[O:87])[CH:77]=[C:76]([C:88]([CH3:91])([CH3:90])[CH3:89])[C:75]=3[O:92][CH3:93])[CH:70]=2)[CH:65]=1)(=O)=O)C(F)(F)C(F)(F)C(F)(F)F.[CH3:95][S:96]([NH2:99])(=[O:98])=[O:97].C(N[C@H](C(O)=O)CS)(=O)C, predict the reaction product.